From a dataset of Reaction yield outcomes from USPTO patents with 853,638 reactions. Predict the reaction yield, written as a fraction of the theoretical maximum amount of product (1.0 means a 100% yield; for example, 0.34 means a 34% yield). The reactants are [Br:1][C:2]1[CH:3]=[CH:4][C:5](I)=[N:6][CH:7]=1.[C:9]1([CH3:15])[CH:14]=[CH:13][CH:12]=[CH:11][CH:10]=1. The catalyst is C(=O)([O-])[O-].[Na+].[Na+].[Pd].C1(P(C2C=CC=CC=2)C2C=CC=CC=2)C=CC=CC=1.C1(P(C2C=CC=CC=2)C2C=CC=CC=2)C=CC=CC=1.C1(P(C2C=CC=CC=2)C2C=CC=CC=2)C=CC=CC=1.C1(P(C2C=CC=CC=2)C2C=CC=CC=2)C=CC=CC=1. The product is [Br:1][C:2]1[CH:3]=[CH:4][C:5]([C:10]2[CH:11]=[CH:12][CH:13]=[CH:14][C:9]=2[CH3:15])=[N:6][CH:7]=1. The yield is 0.840.